This data is from Full USPTO retrosynthesis dataset with 1.9M reactions from patents (1976-2016). The task is: Predict the reactants needed to synthesize the given product. (1) Given the product [F:1][C:2]1[CH:10]=[C:6]2[C:5](=[CH:4][CH:3]=1)[N:11]=[CH:12][C:13]([N+:14]([O-:16])=[O:15])=[C:7]2[OH:8], predict the reactants needed to synthesize it. The reactants are: [F:1][C:2]1[CH:3]=[CH:4][C:5]([N:11]=[CH:12][CH2:13][N+:14]([O-:16])=[O:15])=[C:6]([CH:10]=1)[C:7](O)=[O:8].C([O-])(=O)C.[K+]. (2) Given the product [CH3:22][C:21]1[C:16]([N:13]2[CH2:14][CH2:15][N:10]([C:8]([C:5]3[N:6]=[N:7][C:2]([N:27]4[CH2:28][CH2:29][N:25]([CH3:24])[C:26]4=[O:30])=[CH:3][CH:4]=3)=[O:9])[CH2:11][CH2:12]2)=[N:17][CH:18]=[C:19]([CH3:23])[CH:20]=1, predict the reactants needed to synthesize it. The reactants are: Cl[C:2]1[N:7]=[N:6][C:5]([C:8]([N:10]2[CH2:15][CH2:14][N:13]([C:16]3[C:21]([CH3:22])=[CH:20][C:19]([CH3:23])=[CH:18][N:17]=3)[CH2:12][CH2:11]2)=[O:9])=[CH:4][CH:3]=1.[CH3:24][N:25]1[CH2:29][CH2:28][NH:27][C:26]1=[O:30]. (3) Given the product [C:1]([O:5][C:6]([N:8]1[CH2:9][C@H:10]([O:39][CH2:40][C:41]2[CH:50]=[C:49]([O:51][CH3:52])[C:48]3[C:43](=[CH:44][CH:45]=[CH:46][CH:47]=3)[CH:42]=2)[C@@H:11]([C:19]2[CH:24]=[CH:23][C:22]([O:25][CH2:26][CH2:27][CH2:28][O:29][CH2:30][C:31]3[CH:36]=[CH:35][CH:34]=[CH:33][C:32]=3[O:37][CH3:38])=[CH:21][CH:20]=2)[C@H:12]([O:14][CH2:15][C@H:16]([OH:17])[CH2:18][O:17][CH2:16][CH2:15][O:14][CH3:12])[CH2:13]1)=[O:7])([CH3:2])([CH3:4])[CH3:3], predict the reactants needed to synthesize it. The reactants are: [C:1]([O:5][C:6]([N:8]1[CH2:13][C@@H:12]([O:14][CH2:15][C@H:16]2[CH2:18][O:17]2)[C@H:11]([C:19]2[CH:24]=[CH:23][C:22]([O:25][CH2:26][CH2:27][CH2:28][O:29][CH2:30][C:31]3[CH:36]=[CH:35][CH:34]=[CH:33][C:32]=3[O:37][CH3:38])=[CH:21][CH:20]=2)[C@@H:10]([O:39][CH2:40][C:41]2[CH:50]=[C:49]([O:51][CH3:52])[C:48]3[C:43](=[CH:44][CH:45]=[CH:46][CH:47]=3)[CH:42]=2)[CH2:9]1)=[O:7])([CH3:4])([CH3:3])[CH3:2].[H-].[Na+]. (4) Given the product [CH:20]([O:1][C:2]1[C:6]([C:7]([O:9][CH2:10][CH3:11])=[O:8])=[CH:5][NH:4][N:3]=1)([CH3:21])[CH3:19], predict the reactants needed to synthesize it. The reactants are: [OH:1][C:2]1[C:6]([C:7]([O:9][CH2:10][CH3:11])=[O:8])=[CH:5][N:4](C(OC(C)(C)C)=O)[N:3]=1.[CH2:19](P(CCCC)CCCC)[CH2:20][CH2:21]C.N(C(OCC)=O)=NC(OCC)=O.CN. (5) The reactants are: [C:1]([O:5][C:6]([N:8]1[CH2:13][CH2:12][N:11]([C:14]2[N:22]([C:23]3[CH:28]=[CH:27][CH:26]=[CH:25][C:24]=3[CH:29]=[CH2:30])[C:21]3[C:20](=[O:31])[NH:19][C:18](=[O:32])[N:17]([CH2:33][C:34]([O:36][CH2:37][CH3:38])=[O:35])[C:16]=3[N:15]=2)[CH2:10][CH2:9]1)=[O:7])([CH3:4])([CH3:3])[CH3:2].CI.[C:41](=O)([O-])[O-].[K+].[K+]. Given the product [C:1]([O:5][C:6]([N:8]1[CH2:9][CH2:10][N:11]([C:14]2[N:22]([C:23]3[CH:28]=[CH:27][CH:26]=[CH:25][C:24]=3[CH:29]=[CH2:30])[C:21]3[C:20](=[O:31])[N:19]([CH3:41])[C:18](=[O:32])[N:17]([CH2:33][C:34]([O:36][CH2:37][CH3:38])=[O:35])[C:16]=3[N:15]=2)[CH2:12][CH2:13]1)=[O:7])([CH3:4])([CH3:2])[CH3:3], predict the reactants needed to synthesize it. (6) Given the product [Br:1][C:2]1[CH:3]=[CH:4][C:5]([C:8]2[CH:21]=[CH:20][C:19]3[CH:18]=[CH:17][C:12]4[C:11]([C:10]=3[CH:9]=2)=[CH:16][CH:15]=[CH:14][CH:13]=4)=[CH:6][CH:7]=1, predict the reactants needed to synthesize it. The reactants are: [Br:1][C:2]1[CH:7]=[CH:6][C:5]([C:8]2[CH:21]=[CH:20][C:19]3[C:18]4[C:13](=[CH:14][CH:15]=[CH:16][CH:17]=4)[CH:12]=[CH:11][C:10]=3[CH:9]=2)=[CH:4][CH:3]=1.C1C2C=CC3C(=CC=CC=3)C=2C=C(B(O)O)C=1. (7) Given the product [NH:48]([C:63]([O:65][CH2:66][CH:67]1[C:68]2[C:73](=[CH:72][CH:71]=[CH:70][CH:69]=2)[C:74]2[C:79]1=[CH:78][CH:77]=[CH:76][CH:75]=2)=[O:64])[C@H:49]([C:60]([OH:62])=[O:61])[CH2:50][C:51]1[C:59]2[C:54](=[CH:55][CH:56]=[CH:57][CH:58]=2)[NH:53][C:52]=1[S:9]([C:12]1[C:25]([CH3:26])=[C:23]([CH3:24])[C:22]2[O:21][C:18]([CH3:20])([CH3:19])[CH2:17][CH2:16][C:15]=2[C:13]=1[CH3:14])(=[O:10])=[O:11], predict the reactants needed to synthesize it. The reactants are: N(C(OCC1C2C(=CC=CC=2)C2C1=CC=CC=2)=O)[C@H](C(O)=O)CCCNC(=N)N[S:9]([C:12]1[C:25]([CH3:26])=[C:23]([CH3:24])[C:22]2[O:21][C:18]([CH3:20])([CH3:19])[CH2:17][CH2:16][C:15]=2[C:13]=1[CH3:14])(=[O:11])=[O:10].[NH:48]([C:63]([O:65][CH2:66][CH:67]1[C:79]2[C:74](=[CH:75][CH:76]=[CH:77][CH:78]=2)[C:73]2[C:68]1=[CH:69][CH:70]=[CH:71][CH:72]=2)=[O:64])[C@H:49]([C:60]([OH:62])=[O:61])[CH2:50][C:51]1[C:59]2[C:54](=[CH:55][CH:56]=[CH:57][CH:58]=2)[NH:53][CH:52]=1. (8) The reactants are: [O:1]1[CH2:3][CH:2]1[CH2:4][N:5]1[CH2:14][CH2:13][C:12]2[C:7](=[CH:8][CH:9]=[CH:10][CH:11]=2)[CH2:6]1.[NH2:15][C:16]1[CH:17]=[C:18]([CH:33]=[CH:34][CH:35]=1)[CH2:19][N:20]([CH:28]1[CH2:32][CH2:31][CH2:30][CH2:29]1)[C:21](=[O:27])[O:22][C:23]([CH3:26])([CH3:25])[CH3:24]. Given the product [CH:28]1([N:20]([CH2:19][C:18]2[CH:33]=[CH:34][CH:35]=[C:16]([NH:15][CH2:3][CH:2]([OH:1])[CH2:4][N:5]3[CH2:14][CH2:13][C:12]4[C:7](=[CH:8][CH:9]=[CH:10][CH:11]=4)[CH2:6]3)[CH:17]=2)[C:21](=[O:27])[O:22][C:23]([CH3:26])([CH3:25])[CH3:24])[CH2:29][CH2:30][CH2:31][CH2:32]1, predict the reactants needed to synthesize it.